The task is: Regression. Given two drug SMILES strings and cell line genomic features, predict the synergy score measuring deviation from expected non-interaction effect.. This data is from NCI-60 drug combinations with 297,098 pairs across 59 cell lines. Drug 1: CN1CCC(CC1)COC2=C(C=C3C(=C2)N=CN=C3NC4=C(C=C(C=C4)Br)F)OC. Cell line: BT-549. Synergy scores: CSS=4.51, Synergy_ZIP=1.19, Synergy_Bliss=7.86, Synergy_Loewe=4.35, Synergy_HSA=4.99. Drug 2: C1=CC(=CC=C1C#N)C(C2=CC=C(C=C2)C#N)N3C=NC=N3.